Dataset: Full USPTO retrosynthesis dataset with 1.9M reactions from patents (1976-2016). Task: Predict the reactants needed to synthesize the given product. (1) Given the product [CH3:1][CH2:2][C:3]([C:6]([O:8][C@@H:9]1[C@@H:14]2[C@@H:15]([CH2:20][CH2:21][C@H:22]3[O:28][C:26](=[O:27])[CH2:25][C@H:24]([OH:29])[CH2:23]3)[C@@H:16]([CH3:19])[CH:17]=[CH:18][C:13]2=[CH:12][C@H:11]([CH3:31])[CH2:10]1)=[O:39])([CH3:4])[CH3:5], predict the reactants needed to synthesize it. The reactants are: [CH3:1][CH2:2][C:3]([C:6]([O:8][C@@H:9]1[C@@H:14]2[C@@H:15]([CH2:20][CH2:21][C@@H:22](O)[CH2:23][C@@H:24]([OH:29])[CH2:25][C:26]([O-:28])=[O:27])[C@@H:16]([CH3:19])[CH:17]=[CH:18][C:13]2=[CH:12][C@H:11]([CH3:31])[CH2:10]1)=O)([CH3:5])[CH3:4].[NH4+].S([O-])(O)(=O)=O.[K+].[OH2:39]. (2) Given the product [NH2:8][C@@H:9]([CH2:13][CH2:14][CH2:15][CH2:16][NH:17][CH2:18][CH2:19][N:20]1[C:29]2[C:24]([C:25](=[O:31])[NH:26][C:27](=[O:30])[N:28]=2)=[N:23][C:22]2[CH:32]=[C:33]([CH3:37])[C:34]([CH3:36])=[CH:35][C:21]1=2)[C:10]([OH:12])=[O:11], predict the reactants needed to synthesize it. The reactants are: C(OC([NH:8][C@@H:9]([CH2:13][CH2:14][CH2:15][CH2:16][NH:17][CH2:18][CH2:19][N:20]1[C:29]2[C:24]([C:25](=[O:31])[NH:26][C:27](=[O:30])[N:28]=2)=[N:23][C:22]2[CH:32]=[C:33]([CH3:37])[C:34]([CH3:36])=[CH:35][C:21]1=2)[C:10]([OH:12])=[O:11])=O)(C)(C)C.C(Cl)Cl. (3) Given the product [OH:59][CH:60]([CH2:112][CH2:113][C:114]1[CH:119]=[CH:118][CH:117]=[CH:116][CH:115]=1)[CH2:61][C:62]([OH:63])=[O:1], predict the reactants needed to synthesize it. The reactants are: [OH:1][C@H](CCCCC)CC(SCCNC(=O)CCNC(=O)[C@H](O)C(C)(C)COP(O)(=O)OP(O)(=O)OC[C@H]1O[C@@H](N2C3N=CN=C(N)C=3N=C2)[C@H](O)[C@@H]1OP(O)(O)=O)=O.[OH:59][C@H:60]([CH2:112][CH2:113][C:114]1[CH:119]=[CH:118][CH:117]=[CH:116][CH:115]=1)[CH2:61][C:62](SCCNC(=O)CCNC(=O)[C@H](O)C(C)(C)COP(O)(=O)OP(O)(=O)OC[C@H]1O[C@@H](N2C3N=CN=C(N)C=3N=C2)[C@H](O)[C@@H]1OP(O)(O)=O)=[O:63]. (4) Given the product [Cl:1][C:2]1[CH:3]=[CH:4][C:5]([CH3:11])=[C:6]([CH:10]=1)[C:7]([NH:17][CH3:16])=[O:8], predict the reactants needed to synthesize it. The reactants are: [Cl:1][C:2]1[CH:3]=[CH:4][C:5]([CH3:11])=[C:6]([CH:10]=1)[C:7](O)=[O:8].S(Cl)(Cl)=O.[CH3:16][NH2:17]. (5) Given the product [Cl:25][C:26]1[CH:27]=[C:28]([C:2]2[CH:24]=[C:23]3[C:5]([CH2:6][C:7]4([C:16]53[N:20]=[C:19]([NH2:21])[C:18]([CH3:22])=[N:17]5)[CH2:8][CH2:9][CH:10]([CH:13]([F:14])[F:15])[CH2:11][CH2:12]4)=[CH:4][CH:3]=2)[CH:29]=[N:30][CH:31]=1, predict the reactants needed to synthesize it. The reactants are: Br[C:2]1[CH:24]=[C:23]2[C:5]([CH2:6][C:7]3([C:16]42[N:20]=[C:19]([NH2:21])[C:18]([CH3:22])=[N:17]4)[CH2:12][CH2:11][CH:10]([CH:13]([F:15])[F:14])[CH2:9][CH2:8]3)=[CH:4][CH:3]=1.[Cl:25][C:26]1[CH:27]=[C:28](B(O)O)[CH:29]=[N:30][CH:31]=1.CC([PH+](C(C)(C)C)CCCS([O-])(=O)=O)(C)C.C([O-])([O-])=O.[K+].[K+]. (6) Given the product [CH3:25][N:26]([CH3:27])[CH2:19][C:15]1[N:14]([CH2:13][C:12]2[CH:11]=[CH:10][C:9]([B:4]3[O:5][C:6]([CH3:7])([CH3:8])[C:2]([CH3:23])([CH3:1])[O:3]3)=[CH:22][CH:21]=2)[CH:18]=[CH:17][N:16]=1, predict the reactants needed to synthesize it. The reactants are: [CH3:1][C:2]1([CH3:23])[C:6]([CH3:8])([CH3:7])[O:5][B:4]([C:9]2[CH:22]=[CH:21][C:12]([CH2:13][N:14]3[CH:18]=[CH:17][N:16]=[C:15]3[CH2:19]O)=[CH:11][CH:10]=2)[O:3]1.Cl.[CH3:25][NH:26][CH3:27].CC(O)=O.[BH-](OC(C)=O)(OC(C)=O)OC(C)=O.[Na+]. (7) Given the product [CH:27]1[CH:28]=[CH:29][C:24]2[S:23][N:22]=[C:21]([N:15]3[CH2:16][CH2:17][N:18]([CH2:2][CH2:3][C:4]4[CH:5]=[C:6]5[CH2:7][C:8](=[O:14])[NH:9][C:10]5=[CH:11][C:12]=4[Cl:13])[CH2:19][CH2:20]3)[C:25]=2[CH:26]=1, predict the reactants needed to synthesize it. The reactants are: Cl[CH2:2][CH2:3][C:4]1[CH:5]=[C:6]2[C:10](=[CH:11][C:12]=1[Cl:13])[NH:9][C:8](=[O:14])[CH2:7]2.[N:15]1([C:21]2[C:25]3[CH:26]=[CH:27][CH:28]=[CH:29][C:24]=3[S:23][N:22]=2)[CH2:20][CH2:19][NH:18][CH2:17][CH2:16]1.C(=O)([O-])[O-].[Na+].[Na+].[I-].[Na+]. (8) Given the product [CH3:15][N:13]1[CH:14]=[C:10]([C:8]2[CH:9]=[C:4]3[C:5](=[CH:6][C:7]=2[C:16]([F:19])([F:18])[F:17])[NH:20][C:21](=[O:23])[N:46]([NH:45][S:42]([CH3:41])(=[O:44])=[O:43])[C:3]3=[O:2])[N:11]=[N:12]1, predict the reactants needed to synthesize it. The reactants are: C[O:2][C:3](=O)[C:4]1[CH:9]=[C:8]([C:10]2[N:11]=[N:12][N:13]([CH3:15])[CH:14]=2)[C:7]([C:16]([F:19])([F:18])[F:17])=[CH:6][C:5]=1[NH:20][C:21]([O:23]C1C=CC(Cl)=CC=1)=O.CCN(C(C)C)C(C)C.[CH3:41][S:42]([NH:45][NH2:46])(=[O:44])=[O:43].